This data is from Forward reaction prediction with 1.9M reactions from USPTO patents (1976-2016). The task is: Predict the product of the given reaction. The product is: [CH2:1]([O:8][C:9]1[CH:17]=[C:16]([O:18][CH2:19][C:20]2[CH:25]=[CH:24][CH:23]=[CH:22][CH:21]=2)[C:15]([CH:26]([CH3:27])[CH3:28])=[CH:14][C:10]=1[C:11]([NH:47][C:44]1[CH:43]=[CH:42][C:41]([N:40]2[CH2:35][CH2:36][O:37][CH2:38][CH2:39]2)=[CH:46][CH:45]=1)=[O:12])[C:2]1[CH:7]=[CH:6][CH:5]=[CH:4][CH:3]=1. Given the reactants [CH2:1]([O:8][C:9]1[CH:17]=[C:16]([O:18][CH2:19][C:20]2[CH:25]=[CH:24][CH:23]=[CH:22][CH:21]=2)[C:15]([CH:26]([CH3:28])[CH3:27])=[CH:14][C:10]=1[C:11](O)=[O:12])[C:2]1[CH:7]=[CH:6][CH:5]=[CH:4][CH:3]=1.C(Cl)(=O)C(Cl)=O.[CH2:35]1[N:40]([C:41]2[CH:46]=[CH:45][C:44]([NH2:47])=[CH:43][CH:42]=2)[CH2:39][CH2:38][O:37][CH2:36]1.C(=O)([O-])O.[Na+], predict the reaction product.